From a dataset of Experimentally validated miRNA-target interactions with 360,000+ pairs, plus equal number of negative samples. Binary Classification. Given a miRNA mature sequence and a target amino acid sequence, predict their likelihood of interaction. (1) The miRNA is hsa-miR-3169 with sequence UAGGACUGUGCUUGGCACAUAG. The protein sequence of the target gene is MLSRSRCVSRAFSRSLSAFQKGNCPLGRRSLPGVSLCQGPGYPNSRKVVINNSVFSVRFFRTTAVCKDDLVTVKTPAFAESVTEGDVRWEKAVGDTVAEDEVVCEIETDKTSVQVPSPANGVIEALLVPDGGKVEGGTPLFTLRKTGAAPAKAKPAEAPAAAAPKAEPTAAAVPPPAAPIPTQMPPVPSPSQPPSGKPVSAVKPTVAPPLAEPGAGKGLRSEHREKMNRMRQRIAQRLKEAQNTCAMLTTFNEIDMSNIQEMRARHKEAFLKKHNLKLGFMSAFVKASAFALQEQPVVNA.... Result: 0 (no interaction). (2) The miRNA is hsa-miR-4465 with sequence CUCAAGUAGUCUGACCAGGGGA. The protein sequence of the target gene is MAGDVEGFCSSIHDTSVSAGFRALYEEGLLLDVTLVIEDHQFQAHKALLATQSDYFRIMFTADMRERDQDKIHLKGLTATGFSHVLQFMYYGTIELSMNTVHEILQAAMYVQLIEVVKFCCSFLLAKICLENCAEIMRLLDDFGVNIEGVREKLDTFLLDNFVPLMSRPDFLSYLSFEKLMSYLDNDHLSRFPEIELYEAVQSWLRHDRRRWRHTDTIIQNIRFCLMTPTSVFEKVKTSEFYRYSRQLRYEVDQALNYFQNVHQQPLLDMKSSRIRSAKPQTTVFRGMIGHSMVNSKILL.... Result: 1 (interaction). (3) The miRNA is hsa-miR-4795-3p with sequence AUAUUAUUAGCCACUUCUGGAU. The protein sequence of the target gene is MATDMSQGELIHPKALPLIVGAQLIHADKLGEKAEDTTMPIRRAVNSTRETPPKSKLAEGEEEKPEPDGSSEESISTVEEQENETPPATSSEAEQPKGEPESGEKEENNNKSAEEPKKDEKDQSKEKEKKVKKTIPAWATLSASQLARAQRQTPMASSPRPKMDAILTEAIKACFQKTGASVVAIRKYIIHKYPSLGLERRGYLLKQALKRELNRGVIRQVKGKGASGSFVVVQKSKPPQKSKNRKKGSALDPEPQVKLEDVLPLAFTRLCEPKEASYSLIRKYVSQYYPKLRVDIRPQL.... Result: 0 (no interaction). (4) The miRNA is hsa-miR-324-5p with sequence CGCAUCCCCUAGGGCAUUGGUG. The protein sequence of the target gene is MASGVAVSDGVIKVFNDMKVRKSSTPEEVKKRKKAVLFCLSEDKKNIILEEGKEILVGDVGQTVDDPYATFVKMLPDKDCRYALYDATYETKESKKEDLVFIFWAPESAPLKSKMIYASSKDAIKKKLTGIKHELQANCYEEVKDRCTLAEKLGGSAVISLEGKPL. Result: 1 (interaction). (5) The miRNA is hsa-miR-640 with sequence AUGAUCCAGGAACCUGCCUCU. The protein sequence of the target gene is MAWNTNLRWRLPLTCLLLQVIMVILFGVFVRYDFEADAHWWSERTHKNLSDMENEFYYRYPSFQDVHVMVFVGFGFLMTFLQRYGFSAVGFNFLLAAFGIQWALLMQGWFHFLQDRYIVVGVENLINADFCVASVCVAFGAVLGKVSPIQLLIMTFFQVTLFAVNEFILLNLLKVKDAGGSMTIHTFGAYFGLTVTRILYRRNLEQSKERQNSVYQSDLFAMIGTLFLWMYWPSFNSAISYHGDSQHRAAINTYCSLAACVLTSVAISSALHKKGKLDMVHIQNATLAGGVAVGTAAEMM.... Result: 0 (no interaction). (6) The miRNA is hsa-miR-6715a-3p with sequence CCAAACCAGUCGUGCCUGUGG. The protein sequence of the target gene is MKLGKVELCHFLQLIALFLCFSGMSQAELPRSRSKPYFQSGRSRTKRSWVWNQFFVLEEYMGSDPLYVGKLHSDVDKGDGSIKYILSGEGASSIFIIDENTGDIHATKRLDREEQAYYTLRAQALDRLTNKPVEPESEFVIKIQDINDNEPKFLDGPYTAGVPEMSPVGTSVVQVTATDADDPTYGNSARVVYSILQGQPYFSVEPKTGVIKTALPNMDREAKDQYLLVIQAKDMVGQNGGLSGTTSVTVTLTDVNDNPPRFPRRSYQYNVPESLPVASVVARIKAADADIGVNAEMEYK.... Result: 0 (no interaction). (7) The miRNA is hsa-miR-3692-5p with sequence CCUGCUGGUCAGGAGUGGAUACUG. The protein sequence of the target gene is MSPECARAAGDAPLRSLEQANRTRFPFFSDVKGDHRLVLAAVETTVLVLIFAVSLLGNVCALVLVARRRRRGATACLVLNLFCADLLFISAIPLVLAVRWTEAWLLGPVACHLLFYVMTLSGSVTILTLAAVSLERMVCIVHLQRGVRGPGRRARAVLLALIWGYSAVAALPLCVFFRVVPQRLPGADQEISICTLIWPTIPGEISWDVSFVTLNFLVPGLVIVISYSKILQITKASRKRLTVSLAYSESHQIRVSQQDFRLFRTLFLLMVSFFIMWSPIIITILLILIQNFKQDLVIWP.... Result: 1 (interaction). (8) The miRNA is hsa-miR-526b-5p with sequence CUCUUGAGGGAAGCACUUUCUGU. The protein sequence of the target gene is METQAEQQELETLPTTKMAQTNPTPGSLGPWKITIYDQENFQGKRMEFTSSCPNVSERSFDNVRSLKVESGAWIGYEHTSFCGQQFILERGEYPRWDAWSGSNAYHIERLMSFRPICSANHKESKMTIFEKENFIGRQWEISDDYPSLQAMGWFNNEVGSMKIQSGAWVCYQYPGYRGYQYILECDHHGGDYKHWREWGSHAQTSQIQSIRRIQQ. Result: 0 (no interaction).